This data is from Forward reaction prediction with 1.9M reactions from USPTO patents (1976-2016). The task is: Predict the product of the given reaction. (1) Given the reactants [Br:1][C:2]1[CH:18]=[CH:17][C:5]([CH2:6][C@@:7]2([C:13]([O:15]C)=O)[CH2:11][C@@H:10]([OH:12])[CH2:9][NH:8]2)=[CH:4][CH:3]=1.C([O-])([O-])=O.[K+].[K+].[Cl:25][C:26]1[CH:27]=[C:28]([N:33]=[C:34]=[O:35])[CH:29]=[C:30]([Cl:32])[CH:31]=1, predict the reaction product. The product is: [Br:1][C:2]1[CH:3]=[CH:4][C:5]([CH2:6][C@@:7]23[CH2:11][C@@H:10]([OH:12])[CH2:9][N:8]2[C:34](=[O:35])[N:33]([C:28]2[CH:29]=[C:30]([Cl:32])[CH:31]=[C:26]([Cl:25])[CH:27]=2)[C:13]3=[O:15])=[CH:17][CH:18]=1. (2) Given the reactants [CH:1]1(/[C:5](/[C:31]2[CH:36]=[CH:35][CH:34]=[CH:33][CH:32]=2)=[C:6](\[C:15]2[CH:16]=[C:17]3[C:21](=[CH:22][CH:23]=2)[N:20]([CH:24]2[CH2:29][CH2:28][CH2:27][CH2:26][O:25]2)[N:19]=[C:18]3[F:30])/[C:7]2[CH:12]=[CH:11][C:10]([CH:13]=[CH2:14])=[CH:9][CH:8]=2)[CH2:4][CH2:3][CH2:2]1.I[C:38]1[CH:39]=[N:40][CH:41]=[CH:42][CH:43]=1.CC(P(C(C)(C)C)C1C=CC2C(=CC=CC=2)C=1C1C2C(=CC=CC=2)C=CC=1)(C)C.C(N(CC)C(C)C)C, predict the reaction product. The product is: [CH:1]1(/[C:5](/[C:31]2[CH:36]=[CH:35][CH:34]=[CH:33][CH:32]=2)=[C:6](\[C:15]2[CH:16]=[C:17]3[C:21](=[CH:22][CH:23]=2)[N:20]([CH:24]2[CH2:29][CH2:28][CH2:27][CH2:26][O:25]2)[N:19]=[C:18]3[F:30])/[C:7]2[CH:8]=[CH:9][C:10](/[CH:13]=[CH:14]/[C:38]3[CH:39]=[N:40][CH:41]=[CH:42][CH:43]=3)=[CH:11][CH:12]=2)[CH2:4][CH2:3][CH2:2]1. (3) Given the reactants [Cl-].[Na+].[C:3]([O:6][CH2:7]C)(=[O:5])C.[O:9]1[CH2:13][CH2:12][CH2:11][CH2:10]1, predict the reaction product. The product is: [CH3:7][O:6][CH2:3][O:5][C@H:12]([CH:11]=[CH2:10])[CH2:13][OH:9]. (4) Given the reactants [CH2:1]([CH:8]1[CH2:12][C:11]2[C:13]([O:20][CH:21]([CH3:23])[CH3:22])=[CH:14][C:15]([C:17](O)=[O:18])=[CH:16][C:10]=2[O:9]1)[C:2]1[CH:7]=[CH:6][CH:5]=[CH:4][CH:3]=1.CCN(C(C)C)C(C)C.CN(C(O[N:41]1N=N[C:43]2[CH:44]=[CH:45][CH:46]=[N:47][C:42]1=2)=[N+](C)C)C.F[P-](F)(F)(F)(F)F.N1C=CC=CC=1N, predict the reaction product. The product is: [N:47]1[CH:46]=[CH:45][CH:44]=[CH:43][C:42]=1[NH:41][C:17]([C:15]1[CH:14]=[C:13]([O:20][CH:21]([CH3:22])[CH3:23])[C:11]2[CH2:12][CH:8]([CH2:1][C:2]3[CH:3]=[CH:4][CH:5]=[CH:6][CH:7]=3)[O:9][C:10]=2[CH:16]=1)=[O:18].